Predict the reactants needed to synthesize the given product. From a dataset of Full USPTO retrosynthesis dataset with 1.9M reactions from patents (1976-2016). (1) Given the product [C:1]([O:5][C:6](=[O:16])[CH:7]([NH:8][C:21]1[CH:22]=[CH:23][C:18]([Br:17])=[CH:19][CH:20]=1)[CH2:9][C:10]1[CH:15]=[CH:14][CH:13]=[CH:12][CH:11]=1)([CH3:4])([CH3:2])[CH3:3], predict the reactants needed to synthesize it. The reactants are: [C:1]([O:5][C:6](=[O:16])[C@H:7]([CH2:9][C:10]1[CH:15]=[CH:14][CH:13]=[CH:12][CH:11]=1)[NH2:8])([CH3:4])([CH3:3])[CH3:2].[Br:17][C:18]1[CH:23]=[CH:22][C:21](B(O)O)=[CH:20][CH:19]=1.C(N(CC)CC)C. (2) Given the product [CH3:13][O:12][C:9]1[CH:10]=[C:11]2[C:6](=[CH:7][C:8]=1[O:14][CH2:15][CH2:16][CH2:17][N:18]1[CH2:23][CH2:22][O:21][CH2:20][CH2:19]1)[N:5]=[CH:4][N:3]=[C:2]2[O:30][C:31]1[CH:40]=[CH:39][C:38]2[C:33](=[CH:34][CH:35]=[CH:36][CH:37]=2)[N:32]=1, predict the reactants needed to synthesize it. The reactants are: Cl[C:2]1[C:11]2[C:6](=[CH:7][C:8]([O:14][CH2:15][CH2:16][CH2:17][N:18]3[CH2:23][CH2:22][O:21][CH2:20][CH2:19]3)=[C:9]([O:12][CH3:13])[CH:10]=2)[N:5]=[CH:4][N:3]=1.C(=O)([O-])[O-].[K+].[K+].[OH:30][C:31]1[CH:40]=[CH:39][C:38]2[C:33](=[CH:34][CH:35]=[CH:36][CH:37]=2)[N:32]=1.[OH-].[Na+].